Task: Predict the reaction yield, written as a fraction of the theoretical maximum amount of product (1.0 means a 100% yield; for example, 0.34 means a 34% yield).. Dataset: Reaction yield outcomes from USPTO patents with 853,638 reactions The reactants are [OH:1][C:2]1[CH:3]=[C:4]([CH:9]=[C:10]([N+:13]([O-])=O)[C:11]=1[OH:12])[C:5]([O:7][CH3:8])=[O:6].O1CCOCC1.[ClH:22]. The catalyst is CCO.[Pd]. The product is [ClH:22].[NH2:13][C:10]1[CH:9]=[C:4]([CH:3]=[C:2]([OH:1])[C:11]=1[OH:12])[C:5]([O:7][CH3:8])=[O:6]. The yield is 0.980.